Dataset: Forward reaction prediction with 1.9M reactions from USPTO patents (1976-2016). Task: Predict the product of the given reaction. (1) Given the reactants [C:1]([C:3]1[CH:4]=[C:5]([C:13]([O:15]C)=[O:14])[CH:6]=[N:7][C:8]=1[O:9][CH:10]([CH3:12])[CH3:11])#[N:2].[OH-].[Na+], predict the reaction product. The product is: [C:1]([C:3]1[CH:4]=[C:5]([C:13]([OH:15])=[O:14])[CH:6]=[N:7][C:8]=1[O:9][CH:10]([CH3:12])[CH3:11])#[N:2]. (2) Given the reactants [N+:1]([CH:4]1[N:8]([N+:9]([O-:11])=[O:10])[CH:7]=[C:6]([N+:12]([O-:14])=[O:13])[NH:5]1)([O-:3])=[O:2].[NH3:15].[BH3:16].[H][H], predict the reaction product. The product is: [N+:1]([CH:4]1[N:8]([N+:9]([O-:11])=[O:10])[CH:7]=[C:6]([N+:12]([O-:14])=[O:13])[N:5]1[B-:16]([N:5]1[C:6]([N+:12]([O-:14])=[O:13])=[CH:7][N:8]([N+:9]([O-:11])=[O:10])[CH:4]1[N+:1]([O-:3])=[O:2])([N:5]1[C:6]([N+:12]([O-:14])=[O:13])=[CH:7][N:8]([N+:9]([O-:11])=[O:10])[CH:4]1[N+:1]([O-:3])=[O:2])[N:15]1[C:6]([N+:12]([O-:14])=[O:13])=[CH:7][N:8]([N+:9]([O-:11])=[O:10])[CH:4]1[N+:1]([O-:3])=[O:2])([O-:3])=[O:2].[NH4+:1]. (3) Given the reactants Br[C:2]1[CH:7]=[CH:6][C:5]([C@H:8]([NH:13][C@H:14]([C:20]([OH:22])=[O:21])[CH2:15][C:16]([F:19])([CH3:18])[CH3:17])[C:9]([F:12])([F:11])[F:10])=[CH:4][CH:3]=1.[C:23]([O-])(=O)[CH3:24].[K+].[B:28]1([B:28]2[O:32][C:31]([CH3:34])([CH3:33])[C:30]([CH3:36])([CH3:35])[O:29]2)[O:32][C:31]([CH3:34])([CH3:33])[C:30]([CH3:36])([CH3:35])[O:29]1, predict the reaction product. The product is: [F:19][C:16]([CH3:18])([CH3:17])[CH2:15][C@@H:14]([C:20]([O:22][CH2:23][CH3:24])=[O:21])[NH:13][C@@H:8]([C:5]1[CH:6]=[CH:7][C:2]([B:28]2[O:32][C:31]([CH3:34])([CH3:33])[C:30]([CH3:36])([CH3:35])[O:29]2)=[CH:3][CH:4]=1)[C:9]([F:12])([F:11])[F:10].